Predict which catalyst facilitates the given reaction. From a dataset of Catalyst prediction with 721,799 reactions and 888 catalyst types from USPTO. (1) Reactant: [OH:1][C:2]1([CH:13]([OH:15])[CH3:14])[CH2:5][N:4](C(OC(C)(C)C)=O)[CH2:3]1.[ClH:16].O1CCOCC1. The catalyst class is: 5. Product: [ClH:16].[OH:15][CH:13]([C:2]1([OH:1])[CH2:5][NH:4][CH2:3]1)[CH3:14]. (2) Reactant: Cl[CH:2]([CH3:14])[C:3]([NH:5][CH2:6][CH2:7][C:8]1[CH:13]=[CH:12][CH:11]=[CH:10][CH:9]=1)=[O:4].[Cl-].[Cl-].[Cl-].[Al+3]. Product: [CH3:14][CH:2]1[C:9]2[CH:10]=[CH:11][CH:12]=[CH:13][C:8]=2[CH2:7][CH2:6][NH:5][C:3]1=[O:4]. The catalyst class is: 72. (3) The catalyst class is: 12. Reactant: N#N.FC(F)(F)S(O[C:9]1[CH2:10][CH2:11][CH2:12][N:13]([C:15]([O:17][C:18]([CH3:21])([CH3:20])[CH3:19])=[O:16])[CH:14]=1)(=O)=O.[B:24]1([B:24]2[O:28][C:27]([CH3:30])([CH3:29])[C:26]([CH3:32])([CH3:31])[O:25]2)[O:28][C:27]([CH3:30])([CH3:29])[C:26]([CH3:32])([CH3:31])[O:25]1.C([O-])(=O)C.[K+]. Product: [CH3:31][C:26]1([CH3:32])[C:27]([CH3:30])([CH3:29])[O:28][B:24]([C:9]2[CH2:10][CH2:11][CH2:12][N:13]([C:15]([O:17][C:18]([CH3:21])([CH3:20])[CH3:19])=[O:16])[CH:14]=2)[O:25]1. (4) Reactant: [F:1][C:2]([F:41])([F:40])[C:3]1[CH:4]=[C:5]([CH:33]=[C:34]([C:36]([F:39])([F:38])[F:37])[CH:35]=1)[CH2:6][N:7]([CH:30]1[CH2:32][CH2:31]1)[C:8]([C@H:10]1[CH2:15][CH2:14][N:13](C(OC(C)(C)C)=O)[CH2:12][C@H:11]1[C:23]1[CH:28]=[CH:27][C:26]([F:29])=[CH:25][CH:24]=1)=[O:9].[ClH:42].C(OCC)(=O)C. The catalyst class is: 13. Product: [ClH:42].[F:41][C:2]([F:1])([F:40])[C:3]1[CH:4]=[C:5]([CH:33]=[C:34]([C:36]([F:37])([F:38])[F:39])[CH:35]=1)[CH2:6][N:7]([CH:30]1[CH2:31][CH2:32]1)[C:8]([C@H:10]1[CH2:15][CH2:14][NH:13][CH2:12][C@H:11]1[C:23]1[CH:28]=[CH:27][C:26]([F:29])=[CH:25][CH:24]=1)=[O:9]. (5) Reactant: N(C(N1CCCCC1)=O)=NC(N1CCCCC1)=O.C(P(CCCC)CCCC)CCC.[CH3:32][O:33][CH:34]([O:51][CH3:52])[C:35]1[C:40]([O:41][CH2:42][O:43][CH3:44])=[C:39]([C:45]([F:48])([F:47])[F:46])[CH:38]=[CH:37][C:36]=1[CH2:49][OH:50].O[C:54]1[CH:59]=[CH:58][C:57]([C:60]2[CH:65]=[CH:64][C:63]([CH2:66][C:67]([O:69][CH3:70])=[O:68])=[CH:62][CH:61]=2)=[CH:56][CH:55]=1. Product: [CH3:52][O:51][CH:34]([O:33][CH3:32])[C:35]1[C:40]([O:41][CH2:42][O:43][CH3:44])=[C:39]([C:45]([F:46])([F:47])[F:48])[CH:38]=[CH:37][C:36]=1[CH2:49][O:50][C:54]1[CH:55]=[CH:56][C:57]([C:60]2[CH:65]=[CH:64][C:63]([CH2:66][C:67]([O:69][CH3:70])=[O:68])=[CH:62][CH:61]=2)=[CH:58][CH:59]=1. The catalyst class is: 7. (6) Product: [Cl:16][C:17]1[N:22]=[C:21]([NH:6][CH:1]2[CH2:5][CH2:4][CH2:3][CH2:2]2)[CH:20]=[C:19]([CH:24]2[CH2:28][CH2:27][CH2:26][CH2:25]2)[N:18]=1. The catalyst class is: 5. Reactant: [CH:1]1([NH2:6])[CH2:5][CH2:4][CH2:3][CH2:2]1.CCN(C(C)C)C(C)C.[Cl:16][C:17]1[N:22]=[C:21](Cl)[CH:20]=[C:19]([CH:24]2[CH2:28][CH2:27][CH2:26][CH2:25]2)[N:18]=1.